This data is from Forward reaction prediction with 1.9M reactions from USPTO patents (1976-2016). The task is: Predict the product of the given reaction. (1) Given the reactants Br[C:2]1[CH:7]=[CH:6][C:5]([C:8]2([OH:12])[CH2:11][O:10][CH2:9]2)=[CH:4][CH:3]=1.[B:13]1([B:13]2[O:17][C:16]([CH3:19])([CH3:18])[C:15]([CH3:21])([CH3:20])[O:14]2)[O:17][C:16]([CH3:19])([CH3:18])[C:15]([CH3:21])([CH3:20])[O:14]1.CC([O-])=O.[K+], predict the reaction product. The product is: [CH3:20][C:15]1([CH3:21])[C:16]([CH3:19])([CH3:18])[O:17][B:13]([C:2]2[CH:7]=[CH:6][C:5]([C:8]3([OH:12])[CH2:11][O:10][CH2:9]3)=[CH:4][CH:3]=2)[O:14]1. (2) Given the reactants [C:1]([O:5][C:6]([N:8]1[CH2:12][C@@H:11]([N:13]([CH2:21][C:22]2[CH:27]=[C:26]([C:28]([F:31])([F:30])[F:29])[CH:25]=[C:24]([C:32]([F:35])([F:34])[F:33])[CH:23]=2)[C:14]2[N:19]=[CH:18][C:17](Br)=[CH:16][N:15]=2)[CH2:10][C@H:9]1[CH2:36][CH3:37])=[O:7])([CH3:4])([CH3:3])[CH3:2].[CH3:38][N:39]1[CH2:43][CH2:42][NH:41][C:40]1=[O:44].C([O-])([O-])=O.[K+].[K+], predict the reaction product. The product is: [C:1]([O:5][C:6]([N:8]1[CH2:12][C@@H:11]([N:13]([CH2:21][C:22]2[CH:27]=[C:26]([C:28]([F:31])([F:30])[F:29])[CH:25]=[C:24]([C:32]([F:35])([F:34])[F:33])[CH:23]=2)[C:14]2[N:19]=[CH:18][C:17]([N:41]3[CH2:42][CH2:43][N:39]([CH3:38])[C:40]3=[O:44])=[CH:16][N:15]=2)[CH2:10][C@H:9]1[CH2:36][CH3:37])=[O:7])([CH3:4])([CH3:3])[CH3:2]. (3) Given the reactants Cl.[NH2:2][CH2:3][C:4]([O:6][CH2:7][CH3:8])=[O:5].[CH3:9][C:10]1([CH3:21])[CH2:15][CH2:14][C:13](=O)[CH:12]([CH2:17][C:18](=O)[CH3:19])[CH2:11]1.C(=O)(O)[O-].[Na+], predict the reaction product. The product is: [CH3:19][C:18]1[N:2]([CH2:3][C:4]([O:6][CH2:7][CH3:8])=[O:5])[C:13]2[CH2:14][CH2:15][C:10]([CH3:21])([CH3:9])[CH2:11][C:12]=2[CH:17]=1. (4) Given the reactants [CH2:1]([N:8]([C:15]([C:28]1[CH:33]=[CH:32][CH:31]=[CH:30][CH:29]=1)([C:22]1[CH:27]=[CH:26][CH:25]=[CH:24][CH:23]=1)[C:16]1[CH:21]=[CH:20][CH:19]=[CH:18][CH:17]=1)[C:9](=[O:14])[C@@H:10]([CH2:12][OH:13])[NH2:11])[C:2]1[CH:7]=[CH:6][CH:5]=[CH:4][CH:3]=1.[CH3:34]I, predict the reaction product. The product is: [CH2:1]([N:8]([C:15]([C:28]1[CH:29]=[CH:30][CH:31]=[CH:32][CH:33]=1)([C:22]1[CH:23]=[CH:24][CH:25]=[CH:26][CH:27]=1)[C:16]1[CH:17]=[CH:18][CH:19]=[CH:20][CH:21]=1)[C:9](=[O:14])[C@@H:10]([CH2:12][O:13][CH3:34])[NH2:11])[C:2]1[CH:3]=[CH:4][CH:5]=[CH:6][CH:7]=1. (5) Given the reactants [CH3:1][C:2]([CH2:14][CH2:15][CH:16]=[C:17]([CH3:34])[CH2:18][CH2:19][CH:20]=[C:21]([CH3:33])[CH2:22][CH2:23][CH:24]=[C:25]([CH3:32])[CH2:26][CH2:27][CH:28]=[C:29]([CH3:31])[CH3:30])=[CH:3][CH2:4][S:5]([C:8]1[CH:13]=[CH:12][CH:11]=[CH:10][CH:9]=1)(=[O:7])=[O:6].C(=O)=O.CO.[Li]CCCC.Br[CH2:46][C:47]([CH3:70])=[CH:48][CH2:49][CH2:50][C:51]([CH3:69])=[CH:52][CH2:53][C:54]1[C:63]([CH3:64])=[C:62]([O:65][CH3:66])[C:61]2[C:56](=[CH:57][CH:58]=[CH:59][CH:60]=2)[C:55]=1[O:67][CH3:68], predict the reaction product. The product is: [C:8]1([S:5]([CH:4]([CH:3]=[C:2]([CH3:1])[CH2:14][CH2:15][CH:16]=[C:17]([CH3:34])[CH2:18][CH2:19][CH:20]=[C:21]([CH3:33])[CH2:22][CH2:23][CH:24]=[C:25]([CH3:32])[CH2:26][CH2:27][CH:28]=[C:29]([CH3:31])[CH3:30])[CH2:46][C:47]([CH3:70])=[CH:48][CH2:49][CH2:50][C:51]([CH3:69])=[CH:52][CH2:53][C:54]2[C:63]([CH3:64])=[C:62]([O:65][CH3:66])[C:61]3[C:56](=[CH:57][CH:58]=[CH:59][CH:60]=3)[C:55]=2[O:67][CH3:68])(=[O:6])=[O:7])[CH:13]=[CH:12][CH:11]=[CH:10][CH:9]=1. (6) Given the reactants [C:1]([CH2:3][CH2:4][C:5]([OH:7])=O)#[N:2].C(Cl)(=O)C(Cl)=O.[C:14]([C:18]1[CH:23]=[CH:22][CH:21]=[CH:20][C:19]=1[N:24]1[CH2:29][CH2:28][NH:27][CH2:26][CH2:25]1)([CH3:17])([CH3:16])[CH3:15].C(N(CC)CC)C.C(CCC(Cl)=O)#N, predict the reaction product. The product is: [C:14]([C:18]1[CH:23]=[CH:22][CH:21]=[CH:20][C:19]=1[N:24]1[CH2:29][CH2:28][N:27]([C:5](=[O:7])[CH2:4][CH2:3][C:1]#[N:2])[CH2:26][CH2:25]1)([CH3:17])([CH3:15])[CH3:16].